From a dataset of Catalyst prediction with 721,799 reactions and 888 catalyst types from USPTO. Predict which catalyst facilitates the given reaction. (1) Reactant: [C:1]12[C:7](=[CH:8][CH:9]=[CH:10][CH:11]=1)[NH:6]C(=O)[O:4][C:2]2=O.[OH-].[Na+].[F:15][C:16]1[CH:17]=[C:18]([CH:20]=[CH:21][C:22]=1[O:23][CH3:24])[NH2:19].C(=O)=O. Product: [NH2:6][C:7]1[CH:8]=[CH:9][CH:10]=[CH:11][C:1]=1[C:2]([NH:19][C:18]1[CH:20]=[CH:21][C:22]([O:23][CH3:24])=[C:16]([F:15])[CH:17]=1)=[O:4]. The catalyst class is: 12. (2) Reactant: [CH2:1]([NH:8][C@H:9]1[CH2:14][CH2:13][O:12][CH2:11][C@H:10]1[C:15]([O:17][CH2:18][CH3:19])=[O:16])[C:2]1[CH:7]=[CH:6][CH:5]=[CH:4][CH:3]=1.[O-]CC.[Na+]. Product: [CH2:1]([NH:8][C@@H:9]1[CH2:14][CH2:13][O:12][CH2:11][C@H:10]1[C:15]([O:17][CH2:18][CH3:19])=[O:16])[C:2]1[CH:3]=[CH:4][CH:5]=[CH:6][CH:7]=1. The catalyst class is: 14. (3) Reactant: [Cl:1][C:2]1[CH:21]=[C:20]([Cl:22])[CH:19]=[CH:18][C:3]=1[O:4][C:5]1[CH:10]=[CH:9][CH:8]=[CH:7][C:6]=1[NH:11][CH:12]1[CH2:17][CH2:16][NH:15][CH2:14][CH2:13]1.C(N(CC)CC)C.[C:30](Cl)(=[O:32])[CH3:31]. Product: [Cl:1][C:2]1[CH:21]=[C:20]([Cl:22])[CH:19]=[CH:18][C:3]=1[O:4][C:5]1[CH:10]=[CH:9][CH:8]=[CH:7][C:6]=1[NH:11][CH:12]1[CH2:17][CH2:16][N:15]([C:30](=[O:32])[CH3:31])[CH2:14][CH2:13]1. The catalyst class is: 2. (4) Reactant: [CH3:1][O:2][C:3](=[O:13])[C:4]1[CH:9]=[CH:8][C:7]([O:10][CH3:11])=[C:6]([OH:12])[CH:5]=1.C([O-])([O-])=O.[K+].[K+].[CH2:20](Br)/[CH:21]=[C:22](/[CH2:24][CH2:25][CH:26]=[C:27]([CH3:29])[CH3:28])\[CH3:23]. Product: [CH3:1][O:2][C:3](=[O:13])[C:4]1[CH:9]=[CH:8][C:7]([O:10][CH3:11])=[C:6]([O:12][CH2:20][CH:21]=[C:22]([CH3:23])[CH2:24][CH2:25][CH:26]=[C:27]([CH3:29])[CH3:28])[CH:5]=1. The catalyst class is: 9. (5) Reactant: [C:1]([C:3]1[CH:8]=[CH:7][CH:6]=[CH:5][C:4]=1[C:9]1[CH:10]=[CH:11][C:12](/[CH:15]=[CH:16]/[C@@H:17]2[C@H:25]3[C@:21]([CH:28]([OH:33])[C:29]([O:31][CH3:32])=[O:30])([C:22](=[O:27])[O:23][C@@H:24]3[CH3:26])[CH2:20][C:19]([F:35])([F:34])[C@H:18]2[CH3:36])=[N:13][CH:14]=1)#[N:2].[CH3:37][Si]([N-][Si](C)(C)C)(C)C.[Li+]. Product: [C:1]([C:3]1[CH:8]=[CH:7][CH:6]=[CH:5][C:4]=1[C:9]1[CH:10]=[CH:11][C:12](/[CH:15]=[CH:16]/[C@@H:17]2[C@H:25]3[C@:21]([CH:28]([O:33][CH3:37])[C:29]([O:31][CH3:32])=[O:30])([C:22](=[O:27])[O:23][C@@H:24]3[CH3:26])[CH2:20][C:19]([F:35])([F:34])[C@H:18]2[CH3:36])=[N:13][CH:14]=1)#[N:2]. The catalyst class is: 5.